This data is from Peptide-MHC class I binding affinity with 185,985 pairs from IEDB/IMGT. The task is: Regression. Given a peptide amino acid sequence and an MHC pseudo amino acid sequence, predict their binding affinity value. This is MHC class I binding data. (1) The peptide sequence is LLKTRFRGL. The MHC is HLA-B18:01 with pseudo-sequence HLA-B18:01. The binding affinity (normalized) is 0.0847. (2) The peptide sequence is VYENAFLPF. The MHC is HLA-A23:01 with pseudo-sequence HLA-A23:01. The binding affinity (normalized) is 0.399. (3) The peptide sequence is QWLIEPCKL. The MHC is HLA-A24:02 with pseudo-sequence HLA-A24:02. The binding affinity (normalized) is 0.534. (4) The peptide sequence is KLITQPLPA. The MHC is HLA-A03:01 with pseudo-sequence HLA-A03:01. The binding affinity (normalized) is 0.0847. (5) The peptide sequence is AMVPLVMVI. The MHC is HLA-A11:01 with pseudo-sequence HLA-A11:01. The binding affinity (normalized) is 0.0847.